This data is from Catalyst prediction with 721,799 reactions and 888 catalyst types from USPTO. The task is: Predict which catalyst facilitates the given reaction. (1) Reactant: [CH3:1][NH:2][C:3]1[CH:8]=[CH:7][CH:6]=[CH:5][C:4]=1[C:9]1[N:14]2[N:15]=[C:16]([C:20]3[CH:25]=[CH:24][C:23]([O:26][C:27]4[CH:32]=[CH:31][CH:30]=[CH:29][CH:28]=4)=[CH:22][CH:21]=3)[C:17]([C:18]#[N:19])=[C:13]2[N:12]=[CH:11][CH:10]=1.[BH4-].[Na+]. Product: [CH3:1][NH:2][C:3]1[CH:8]=[CH:7][CH:6]=[CH:5][C:4]=1[CH:9]1[N:14]2[N:15]=[C:16]([C:20]3[CH:25]=[CH:24][C:23]([O:26][C:27]4[CH:32]=[CH:31][CH:30]=[CH:29][CH:28]=4)=[CH:22][CH:21]=3)[C:17]([C:18]#[N:19])=[C:13]2[NH:12][CH2:11][CH2:10]1. The catalyst class is: 14. (2) Product: [CH3:2][O:3][C:4]1[CH:5]=[C:6]2[C:9](=[CH:10][C:11]=1[O:12][CH3:13])[C@@H:8]([CH2:14][N:15]([CH3:37])[CH2:16][CH2:17][CH2:18][N:19]1[C:25](=[O:26])[CH2:24][C:23]3[CH:27]=[C:28]([O:33][CH3:34])[C:29]([O:31][CH3:32])=[CH:30][C:22]=3[CH2:21][CH2:20]1)[CH2:7]2. The catalyst class is: 138. Reactant: Cl.[CH3:2][O:3][C:4]1[CH:5]=[C:6]2[C:9](=[CH:10][C:11]=1[O:12][CH3:13])[C@@H:8]([CH2:14][NH:15][CH2:16][CH2:17][CH2:18][N:19]1[C:25](=[O:26])[CH2:24][C:23]3[CH:27]=[C:28]([O:33][CH3:34])[C:29]([O:31][CH3:32])=[CH:30][C:22]=3[CH2:21][CH2:20]1)[CH2:7]2.C=O.[CH3:37]C1C(Br)=C(O)C(Br)=CC=1C1(C2C=C(Br)C(O)=C(Br)C=2C)OS(=O)(=O)C2C=CC=CC1=2.Cl.C([BH3-])#N.[Na+]. (3) Reactant: [F:1][C:2]1[CH:7]=[CH:6][CH:5]=[CH:4][C:3]=1[C:8](=[O:10])[CH3:9].[CH3:11][NH:12][CH3:13].[CH2:14]=O.Cl. Product: [CH3:11][N:12]([CH3:14])[CH2:13][CH2:9][C:8]([C:3]1[CH:4]=[CH:5][CH:6]=[CH:7][C:2]=1[F:1])=[O:10]. The catalyst class is: 8. (4) Reactant: Cl.[C:2]1([CH3:10])[CH:7]=[CH:6][C:5]([NH:8][NH2:9])=[CH:4][CH:3]=1.C(N(CC)CC)C.[C:18]([NH:22][C:23](=[O:27])[CH2:24][CH2:25]Cl)([CH3:21])([CH3:20])[CH3:19]. The catalyst class is: 8. Product: [C:2]1([CH3:10])[CH:7]=[CH:6][C:5]([N:8]([CH2:25][CH2:24][C:23]([NH:22][C:18]([CH3:21])([CH3:20])[CH3:19])=[O:27])[NH2:9])=[CH:4][CH:3]=1. (5) Reactant: CO[C:3]([C:5]1[N:6]([CH2:31][CH:32]=[O:33])[CH:7]=[C:8]([C:20](=[O:30])[NH:21][CH2:22][C:23]2[CH:28]=[CH:27][C:26]([F:29])=[CH:25][CH:24]=2)[C:9](=[O:19])[C:10]=1[O:11][CH2:12][C:13]1[CH:18]=[CH:17][CH:16]=[CH:15][CH:14]=1)=[O:4].[NH2:34][C@@H:35]([CH3:38])[CH2:36]O.C(O)(=O)C. Product: [F:29][C:26]1[CH:25]=[CH:24][C:23]([CH2:22][NH:21][C:20]([C:8]2[C:9](=[O:19])[C:10]([O:11][CH2:12][C:13]3[CH:14]=[CH:15][CH:16]=[CH:17][CH:18]=3)=[C:5]3[C:3](=[O:4])[N:34]4[C@@H:35]([CH3:38])[CH2:36][O:33][C@@H:32]4[CH2:31][N:6]3[CH:7]=2)=[O:30])=[CH:28][CH:27]=1. The catalyst class is: 4. (6) Reactant: [CH:1]1([C:4]2([C:9]3[CH:10]=[C:11]([CH2:14][O:15][Si](C(C)C)(C(C)C)C(C)C)[S:12][CH:13]=3)[CH2:8][CH2:7][CH2:6][O:5]2)[CH2:3][CH2:2]1. Product: [CH:1]1([C:4]2([C:9]3[CH:10]=[C:11]([CH2:14][OH:15])[S:12][CH:13]=3)[CH2:8][CH2:7][CH2:6][O:5]2)[CH2:2][CH2:3]1. The catalyst class is: 1. (7) Reactant: [CH3:1][O:2][C:3]1[CH:11]=[CH:10][C:9]2[C:5](=[C:6]([C:13]([OH:15])=O)[N:7]([CH3:12])[N:8]=2)[CH:4]=1.CN.O.O[N:20]1[C:24]2C=CC=CC=2N=N1.Cl.C(N=C=NCCCN(C)C)C.C(N(CC)CC)C. Product: [CH3:24][NH:20][C:13]([C:6]1[N:7]([CH3:12])[N:8]=[C:9]2[C:5]=1[CH:4]=[C:3]([O:2][CH3:1])[CH:11]=[CH:10]2)=[O:15]. The catalyst class is: 4.